This data is from Full USPTO retrosynthesis dataset with 1.9M reactions from patents (1976-2016). The task is: Predict the reactants needed to synthesize the given product. (1) Given the product [Br:1][C:2]1[CH:25]=[CH:24][C:5]([C:6]2[O:11][C:10]([C@@H:12]3[CH2:16][CH2:15][CH2:14][N:13]3[C:17]([O:19][C:20]([CH3:23])([CH3:22])[CH3:21])=[O:18])=[N:9][N:8]=2)=[CH:4][CH:3]=1, predict the reactants needed to synthesize it. The reactants are: [Br:1][C:2]1[CH:25]=[CH:24][C:5]([C:6]([NH:8][NH:9][C:10]([C@@H:12]2[CH2:16][CH2:15][CH2:14][N:13]2[C:17]([O:19][C:20]([CH3:23])([CH3:22])[CH3:21])=[O:18])=[O:11])=O)=[CH:4][CH:3]=1.C1C=CC(P(C2C=CC=CC=2)C2C=CC=CC=2)=CC=1.CCN(C(C)C)C(C)C.ClC(Cl)(Cl)C(Cl)(Cl)Cl. (2) Given the product [Br:1][C:2]1[CH:3]=[C:4]2[C:10]([C:11]#[N:13])=[CH:9][NH:8][C:5]2=[N:6][CH:7]=1, predict the reactants needed to synthesize it. The reactants are: [Br:1][C:2]1[CH:3]=[C:4]2[C:10]([C:11]([NH2:13])=O)=[CH:9][NH:8][C:5]2=[N:6][CH:7]=1.C(N(CC)CC)C.FC(F)(F)C(OC(=O)C(F)(F)F)=O. (3) The reactants are: Cl[C:2]1[N:3]([C@@H:15]2[O:21][C@H:20]([CH2:22][OH:23])[C@@H:18]([OH:19])[C@H:16]2O)[C:4]2[C:9]([C:10]=1[C:11]#[N:12])=[CH:8][C:7]([Cl:13])=[C:6]([Cl:14])[CH:5]=2.[OH2:24].[NH2:25][NH2:26]. Given the product [Cl:13][C:7]1[CH:8]=[C:9]2[C:4](=[CH:5][C:6]=1[Cl:14])[N:3]([C@@H:15]1[O:21][C@H:20]([CH2:22][OH:23])[C@@H:18]([OH:19])[C@H:16]1[OH:24])[C:2]1[NH:25][N:26]=[C:11]([NH2:12])[C:10]2=1, predict the reactants needed to synthesize it.